This data is from Peptide-MHC class I binding affinity with 185,985 pairs from IEDB/IMGT. The task is: Regression. Given a peptide amino acid sequence and an MHC pseudo amino acid sequence, predict their binding affinity value. This is MHC class I binding data. (1) The MHC is HLA-B46:01 with pseudo-sequence HLA-B46:01. The binding affinity (normalized) is 0.0847. The peptide sequence is GVPELGAFF. (2) The peptide sequence is TSMAMTCIAV. The binding affinity (normalized) is 0.768. The MHC is HLA-A02:01 with pseudo-sequence HLA-A02:01.